Predict the product of the given reaction. From a dataset of Forward reaction prediction with 1.9M reactions from USPTO patents (1976-2016). Given the reactants N[C:2]1[C:3]([C:10]([O:12][CH3:13])=[O:11])=[N:4][C:5]([Cl:9])=[C:6]([Cl:8])[N:7]=1.C(ON=O)CC(C)C.[ClH:22], predict the reaction product. The product is: [CH3:13][O:12][C:10]([C:3]1[C:2]([Cl:22])=[N:7][C:6]([Cl:8])=[C:5]([Cl:9])[N:4]=1)=[O:11].